This data is from Catalyst prediction with 721,799 reactions and 888 catalyst types from USPTO. The task is: Predict which catalyst facilitates the given reaction. (1) Reactant: N1C=CN=C1.C1CCN2C(=NCCC2)CC1.[C:17]1([CH2:23][C:24](Cl)=[O:25])[CH:22]=[CH:21][CH:20]=[CH:19][CH:18]=1.[NH2:27][C:28]1[O:32][N:31]=[C:30]([C:33]2[CH:38]=[CH:37][CH:36]=[C:35]([F:39])[C:34]=2[F:40])[C:29]=1[C:41]1[CH:46]=[CH:45][N:44]=[CH:43][CH:42]=1. Product: [F:40][C:34]1[C:35]([F:39])=[CH:36][CH:37]=[CH:38][C:33]=1[C:30]1[C:29]([C:41]2[CH:46]=[CH:45][N:44]=[CH:43][CH:42]=2)=[C:28]([NH:27][C:24](=[O:25])[CH2:23][C:17]2[CH:22]=[CH:21][CH:20]=[CH:19][CH:18]=2)[O:32][N:31]=1. The catalyst class is: 20. (2) Reactant: [N+:1]([C:4]1[CH:9]=[C:8](B2OC(C)(C)C(C)(C)O2)[CH:7]=[CH:6][C:5]=1[NH2:19])([O-:3])=[O:2].FC(F)(F)S(O[C:26]1[CH2:31][CH2:30][N:29]([C:32]([O:34][C:35]([CH3:38])([CH3:37])[CH3:36])=[O:33])[CH2:28][CH:27]=1)(=O)=O.C(=O)([O-])[O-].[K+].[K+].C(OCC)(=O)C.CCCCCC. Product: [NH2:19][C:5]1[CH:6]=[CH:7][C:8]([C:26]2[CH2:31][CH2:30][N:29]([C:32]([O:34][C:35]([CH3:38])([CH3:37])[CH3:36])=[O:33])[CH2:28][CH:27]=2)=[CH:9][C:4]=1[N+:1]([O-:3])=[O:2]. The catalyst class is: 151. (3) Reactant: [Br:1][C:2]1[CH:10]=[CH:9][C:5]([C:6]([OH:8])=O)=[CH:4][N:3]=1.[NH:11]1[CH2:16][CH2:15][O:14][CH2:13][CH2:12]1.CN(C(ON1N=NC2C=CC=NC1=2)=[N+](C)C)C.F[P-](F)(F)(F)(F)F.CCN(C(C)C)C(C)C. Product: [Br:1][C:2]1[N:3]=[CH:4][C:5]([C:6]([N:11]2[CH2:16][CH2:15][O:14][CH2:13][CH2:12]2)=[O:8])=[CH:9][CH:10]=1. The catalyst class is: 1. (4) Reactant: [CH3:1][NH:2][CH2:3][CH2:4][CH2:5][C:6]1([C:17]2[CH:22]=[CH:21][C:20]([F:23])=[CH:19][CH:18]=2)[C:10]2[CH:11]=[CH:12][C:13]([C:15]#[N:16])=[CH:14][C:9]=2CO1.Cl.[C:25]1([C:31](=[NH:34])OC)[CH:30]=[CH:29][CH:28]=[CH:27][CH:26]=1.[C:35](=[O:38])([O-])[O-].[K+].[K+]. Product: [C:15]([C:13]1[CH:14]=[CH:9][C:10]2[C:6]([CH2:5][CH2:4][CH2:3][N:2]([CH3:1])[C:31]([C:25]3[CH:30]=[CH:29][CH:28]=[CH:27][CH:26]=3)=[NH:34])([C:17]3[CH:22]=[CH:21][C:20]([F:23])=[CH:19][CH:18]=3)[O:38][CH2:35][C:11]=2[CH:12]=1)#[N:16]. The catalyst class is: 60. (5) Reactant: [N:1]12[CH2:9][CH2:8][CH:5]([CH2:6][CH2:7]1)[N:4]([C:10]([O:12][C:13]1[CH:18]=[CH:17][C:16]([Br:19])=[CH:15][CH:14]=1)=[O:11])[CH2:3][CH2:2]2.[C:20]([OH:27])(=[O:26])/[CH:21]=[CH:22]/[C:23]([OH:25])=[O:24]. Product: [C:20]([OH:27])(=[O:26])/[CH:21]=[CH:22]/[C:23]([OH:25])=[O:24].[N:1]12[CH2:7][CH2:6][CH:5]([CH2:8][CH2:9]1)[N:4]([C:10]([O:12][C:13]1[CH:18]=[CH:17][C:16]([Br:19])=[CH:15][CH:14]=1)=[O:11])[CH2:3][CH2:2]2. The catalyst class is: 40. (6) Reactant: [OH:1][C:2]1[CH:10]=[C:9]([O:11][CH3:12])[CH:8]=[CH:7][C:3]=1[C:4]([OH:6])=O.S(Cl)(Cl)=O.[Cl:17][C:18]1[CH:23]=[CH:22][C:21]([NH2:24])=[C:20]([F:25])[CH:19]=1. Product: [Cl:17][C:18]1[CH:23]=[CH:22][C:21]([NH:24][C:4](=[O:6])[C:3]2[CH:7]=[CH:8][C:9]([O:11][CH3:12])=[CH:10][C:2]=2[OH:1])=[C:20]([F:25])[CH:19]=1. The catalyst class is: 7.